From a dataset of Forward reaction prediction with 1.9M reactions from USPTO patents (1976-2016). Predict the product of the given reaction. Given the reactants [C:1]([O:5][C:6]([N:8]1[CH2:12][C@H:11]([F:13])[CH2:10][C@H:9]1[CH2:14][OH:15])=[O:7])([CH3:4])([CH3:3])[CH3:2].[CH3:16][S:17](Cl)(=[O:19])=[O:18].C(N(CC)CC)C, predict the reaction product. The product is: [C:1]([O:5][C:6]([N:8]1[CH2:12][C@H:11]([F:13])[CH2:10][C@H:9]1[CH2:14][O:15][S:17]([CH3:16])(=[O:19])=[O:18])=[O:7])([CH3:4])([CH3:3])[CH3:2].